Dataset: Catalyst prediction with 721,799 reactions and 888 catalyst types from USPTO. Task: Predict which catalyst facilitates the given reaction. (1) Reactant: [Br:1][C:2]1[CH:3]=[C:4]2[C:17](=[CH:18][CH:19]=1)[O:16][C:15]([CH3:21])([CH3:20])[C:11]1([CH2:14][O:13][CH2:12]1)[C:5]12[CH2:9][O:8][C:7]([NH2:10])=[N:6]1.[C:22](O[C:22]([O:24][C:25]([CH3:28])([CH3:27])[CH3:26])=[O:23])([O:24][C:25]([CH3:28])([CH3:27])[CH3:26])=[O:23]. The catalyst class is: 527. Product: [Br:1][C:2]1[CH:3]=[C:4]2[C:17](=[CH:18][CH:19]=1)[O:16][C:15]([CH3:21])([CH3:20])[C:11]1([CH2:12][O:13][CH2:14]1)[C:5]12[CH2:9][O:8][C:7]([N:10]([C:22]([O:24][C:25]([CH3:28])([CH3:27])[CH3:26])=[O:23])[C:22]([O:24][C:25]([CH3:28])([CH3:27])[CH3:26])=[O:23])=[N:6]1. (2) Reactant: [C:1]([O:5][C:6]([NH:8][C:9]1[S:10][CH:11]=[C:12](/[C:14](=[N:31]/[O:32][C:33]2([C:36]([O:38][CH:39]([C:46]3[CH:51]=[CH:50][CH:49]=[CH:48][CH:47]=3)[C:40]3[CH:45]=[CH:44][CH:43]=[CH:42][CH:41]=3)=[O:37])[CH2:35][CH2:34]2)/[C:15]([NH:17][C@@H:18]2[C:21](=[O:22])[NH:20][C@@H:19]2[CH2:23][N:24]2[N:28]=[C:27]([CH2:29][OH:30])[CH:26]=[N:25]2)=[O:16])[N:13]=1)=[O:7])([CH3:4])([CH3:3])[CH3:2].CCN(C(C)C)C(C)C.[CH3:61][S:62](Cl)(=[O:64])=[O:63]. Product: [C:1]([O:5][C:6]([NH:8][C:9]1[S:10][CH:11]=[C:12](/[C:14](=[N:31]/[O:32][C:33]2([C:36]([O:38][CH:39]([C:46]3[CH:51]=[CH:50][CH:49]=[CH:48][CH:47]=3)[C:40]3[CH:41]=[CH:42][CH:43]=[CH:44][CH:45]=3)=[O:37])[CH2:34][CH2:35]2)/[C:15]([NH:17][C@@H:18]2[C:21](=[O:22])[NH:20][C@@H:19]2[CH2:23][N:24]2[N:28]=[C:27]([CH2:29][O:30][S:62]([CH3:61])(=[O:64])=[O:63])[CH:26]=[N:25]2)=[O:16])[N:13]=1)=[O:7])([CH3:4])([CH3:2])[CH3:3]. The catalyst class is: 2.